This data is from Forward reaction prediction with 1.9M reactions from USPTO patents (1976-2016). The task is: Predict the product of the given reaction. Given the reactants [CH3:1][O:2][C:3]([CH2:5]P(OC)(OC)=O)=[O:4].[Li+].CC([N-]C(C)C)C.[F:20][C:21]1[C:26]([O:27][CH3:28])=[CH:25][CH:24]=[CH:23][C:22]=1[C:29]([CH3:33])([CH3:32])[CH:30]=O.O, predict the reaction product. The product is: [CH3:1][O:2][C:3](=[O:4])/[CH:5]=[CH:33]\[C:29]([C:22]1[CH:23]=[CH:24][CH:25]=[C:26]([O:27][CH3:28])[C:21]=1[F:20])([CH3:30])[CH3:32].